From a dataset of Reaction yield outcomes from USPTO patents with 853,638 reactions. Predict the reaction yield, written as a fraction of the theoretical maximum amount of product (1.0 means a 100% yield; for example, 0.34 means a 34% yield). The reactants are [C:1]([O:4][C:5](=O)[CH3:6])(=[O:3])[CH3:2].C(N(CC)CC)C.[C:15]([N:18]([CH2:28]C(O)=O)[C:19]1C=[CH:26][CH:25]=[CH:24][C:20]=1C(O)=O)(=[O:17])[CH3:16]. The catalyst is O. The product is [C:15]([N:18]1[C:19]2[C:6](=[CH:26][CH:25]=[CH:24][CH:20]=2)[C:5]([O:4][C:1](=[O:3])[CH3:2])=[CH:28]1)(=[O:17])[CH3:16]. The yield is 0.860.